This data is from NCI-60 drug combinations with 297,098 pairs across 59 cell lines. The task is: Regression. Given two drug SMILES strings and cell line genomic features, predict the synergy score measuring deviation from expected non-interaction effect. (1) Drug 1: CCCS(=O)(=O)NC1=C(C(=C(C=C1)F)C(=O)C2=CNC3=C2C=C(C=N3)C4=CC=C(C=C4)Cl)F. Drug 2: C1=NC2=C(N=C(N=C2N1C3C(C(C(O3)CO)O)F)Cl)N. Cell line: SW-620. Synergy scores: CSS=29.8, Synergy_ZIP=10.0, Synergy_Bliss=-1.38, Synergy_Loewe=-45.8, Synergy_HSA=-16.2. (2) Drug 1: CC(CN1CC(=O)NC(=O)C1)N2CC(=O)NC(=O)C2. Drug 2: CC1=C(N=C(N=C1N)C(CC(=O)N)NCC(C(=O)N)N)C(=O)NC(C(C2=CN=CN2)OC3C(C(C(C(O3)CO)O)O)OC4C(C(C(C(O4)CO)O)OC(=O)N)O)C(=O)NC(C)C(C(C)C(=O)NC(C(C)O)C(=O)NCCC5=NC(=CS5)C6=NC(=CS6)C(=O)NCCC[S+](C)C)O. Cell line: SK-MEL-2. Synergy scores: CSS=26.7, Synergy_ZIP=1.64, Synergy_Bliss=4.17, Synergy_Loewe=0.782, Synergy_HSA=0.601. (3) Drug 1: C1=CC(=CC=C1CCC2=CNC3=C2C(=O)NC(=N3)N)C(=O)NC(CCC(=O)O)C(=O)O. Drug 2: CCC1(CC2CC(C3=C(CCN(C2)C1)C4=CC=CC=C4N3)(C5=C(C=C6C(=C5)C78CCN9C7C(C=CC9)(C(C(C8N6C=O)(C(=O)OC)O)OC(=O)C)CC)OC)C(=O)OC)O.OS(=O)(=O)O. Cell line: SF-268. Synergy scores: CSS=27.9, Synergy_ZIP=-8.62, Synergy_Bliss=2.42, Synergy_Loewe=1.42, Synergy_HSA=1.56. (4) Drug 1: CCC1=CC2CC(C3=C(CN(C2)C1)C4=CC=CC=C4N3)(C5=C(C=C6C(=C5)C78CCN9C7C(C=CC9)(C(C(C8N6C)(C(=O)OC)O)OC(=O)C)CC)OC)C(=O)OC.C(C(C(=O)O)O)(C(=O)O)O. Drug 2: C(CCl)NC(=O)N(CCCl)N=O. Cell line: BT-549. Synergy scores: CSS=57.7, Synergy_ZIP=0.253, Synergy_Bliss=1.61, Synergy_Loewe=-35.6, Synergy_HSA=0.956. (5) Drug 1: CS(=O)(=O)C1=CC(=C(C=C1)C(=O)NC2=CC(=C(C=C2)Cl)C3=CC=CC=N3)Cl. Drug 2: CN(CC1=CN=C2C(=N1)C(=NC(=N2)N)N)C3=CC=C(C=C3)C(=O)NC(CCC(=O)O)C(=O)O. Cell line: UACC62. Synergy scores: CSS=13.9, Synergy_ZIP=3.87, Synergy_Bliss=6.98, Synergy_Loewe=-0.352, Synergy_HSA=6.37. (6) Drug 1: C1=CC(=C2C(=C1NCCNCCO)C(=O)C3=C(C=CC(=C3C2=O)O)O)NCCNCCO. Drug 2: C1CNP(=O)(OC1)N(CCCl)CCCl. Cell line: PC-3. Synergy scores: CSS=26.2, Synergy_ZIP=2.37, Synergy_Bliss=2.09, Synergy_Loewe=-14.1, Synergy_HSA=4.63. (7) Drug 1: CC1=C2C(C(=O)C3(C(CC4C(C3C(C(C2(C)C)(CC1OC(=O)C(C(C5=CC=CC=C5)NC(=O)OC(C)(C)C)O)O)OC(=O)C6=CC=CC=C6)(CO4)OC(=O)C)O)C)O. Drug 2: CC12CCC3C(C1CCC2OP(=O)(O)O)CCC4=C3C=CC(=C4)OC(=O)N(CCCl)CCCl.[Na+]. Cell line: MDA-MB-231. Synergy scores: CSS=22.8, Synergy_ZIP=1.59, Synergy_Bliss=1.23, Synergy_Loewe=-3.29, Synergy_HSA=2.30.